Predict the product of the given reaction. From a dataset of Forward reaction prediction with 1.9M reactions from USPTO patents (1976-2016). (1) Given the reactants [CH3:1][O:2][C:3]1[CH:10]=[C:9](B2OC(C)(C)C(C)(C)O2)[CH:8]=[CH:7][C:4]=1[C:5]#[N:6].Br[C:21]1[CH:22]=[N:23][CH:24]=[C:25]([Cl:30])[C:26]=1[CH:27]([OH:29])[CH3:28].C(Cl)Cl.C([O-])([O-])=O.[Na+].[Na+], predict the reaction product. The product is: [Cl:30][C:25]1[C:26]([CH:27]([OH:29])[CH3:28])=[C:21]([C:9]2[CH:8]=[CH:7][C:4]([C:5]#[N:6])=[C:3]([O:2][CH3:1])[CH:10]=2)[CH:22]=[N:23][CH:24]=1. (2) The product is: [Cl:8][C:9]1[C:18]2[N:17]([CH3:19])[O:16][C@H:15]3[NH:20][C@H:21]([C:23]([O:25][C@@H:26]4[C@:35]5([OH:36])[C@@H:30]([C@H:31]([CH:38]([CH3:39])[CH3:40])[CH2:32][CH2:33][C@H:34]5[CH3:37])[CH:29]=[C:28]([CH3:41])[C@H:27]4[O:42][C:2]([O:4][CH2:5][CH:6]=[CH2:7])=[O:3])=[O:24])[CH2:22][C@@:14]3([OH:43])[C:13]=2[CH:12]=[CH:11][CH:10]=1. Given the reactants Cl[C:2]([O:4][CH2:5][CH:6]=[CH2:7])=[O:3].[Cl:8][C:9]1[C:18]2[N:17]([CH3:19])[O:16][C@H:15]3[NH:20][C@H:21]([C:23]([O:25][C@@H:26]4[C@:35]5([OH:36])[C@@H:30]([C@H:31]([CH:38]([CH3:40])[CH3:39])[CH2:32][CH2:33][CH:34]5[CH3:37])[CH:29]=[C:28]([CH3:41])[CH:27]4[OH:42])=[O:24])[CH2:22][C@@:14]3([OH:43])[C:13]=2[CH:12]=[CH:11][CH:10]=1, predict the reaction product. (3) Given the reactants [C:1](N[C@H](C(O)=O)CCCC)([O:3][C:4]([CH3:7])([CH3:6])[CH3:5])=[O:2].[OH2:17].O[N:19]1[C:23]2[CH:24]=[CH:25][CH:26]=[CH:27][C:22]=2[N:21]=N1.ClCCl, predict the reaction product. The product is: [C:1]([NH:19][C:23](=[O:17])[C@H:22]([CH2:27][CH2:26][CH2:25][CH3:24])[NH2:21])([O:3][C:4]([CH3:7])([CH3:6])[CH3:5])=[O:2]. (4) Given the reactants [Cl:1][C:2]1[C:3]([O:12][C:13]2[CH:18]=[C:17]([OH:19])[CH:16]=[CH:15][C:14]=2/[CH:20]=[CH:21]/[C:22]([O:24][CH2:25][CH3:26])=[O:23])=[N:4][CH:5]=[C:6]([C:8]([F:11])([F:10])[F:9])[CH:7]=1.C(P(CCCC)CCCC)CCC.[CH:40]1([O:43][CH2:44][CH2:45]O)[CH2:42][CH2:41]1.N(C(N1CCCCC1)=O)=NC(N1CCCCC1)=O, predict the reaction product. The product is: [Cl:1][C:2]1[C:3]([O:12][C:13]2[CH:18]=[C:17]([O:19][CH2:45][CH2:44][O:43][CH:40]3[CH2:42][CH2:41]3)[CH:16]=[CH:15][C:14]=2/[CH:20]=[CH:21]/[C:22]([O:24][CH2:25][CH3:26])=[O:23])=[N:4][CH:5]=[C:6]([C:8]([F:9])([F:11])[F:10])[CH:7]=1. (5) Given the reactants [Br:1][C:2]1[CH:3]=[CH:4][C:5]([OH:10])=[C:6]([CH:9]=1)[CH2:7][OH:8].[OH-].[Na+].[CH2:13](Br)[C:14]1[CH:19]=[CH:18][CH:17]=[CH:16][CH:15]=1, predict the reaction product. The product is: [CH2:13]([O:10][C:5]1[CH:4]=[CH:3][C:2]([Br:1])=[CH:9][C:6]=1[CH2:7][OH:8])[C:14]1[CH:19]=[CH:18][CH:17]=[CH:16][CH:15]=1.